Predict the reactants needed to synthesize the given product. From a dataset of Full USPTO retrosynthesis dataset with 1.9M reactions from patents (1976-2016). The reactants are: C[Si]([C:5]#[C:6][C:7]1[CH2:8][CH2:9][N:10]([C:13]([O:15][C:16]([CH3:19])([CH3:18])[CH3:17])=[O:14])[CH2:11][CH:12]=1)(C)C.[F-].[K+].O. Given the product [C:6]([C:7]1[CH2:12][CH2:11][N:10]([C:13]([O:15][C:16]([CH3:19])([CH3:18])[CH3:17])=[O:14])[CH2:9][CH:8]=1)#[CH:5], predict the reactants needed to synthesize it.